Binary Classification. Given a drug SMILES string, predict its activity (active/inactive) in a high-throughput screening assay against a specified biological target. From a dataset of Choline transporter screen with 302,306 compounds. (1) The molecule is [O-][N+](=O)c1ccc(c2nc3n(CCC3)c2)cc1. The result is 0 (inactive). (2) The drug is o1c(C(=O)NC(c2ccccc2)C)ccc1C. The result is 0 (inactive). (3) The molecule is Clc1c(C(OCCc2sc[n+](CCCCS([O-])(=O)=O)c2C)=O)cc([N+]([O-])=O)cc1. The result is 0 (inactive). (4) The molecule is S1C(Cc2nc(SCC(=O)NCC3OCCC3)n(c(=O)c12)C)C. The result is 0 (inactive). (5) The molecule is Fc1c(CCNc2n3ncnc3nc(c2)C)cccc1. The result is 0 (inactive). (6) The drug is Brc1ccc(cc1)C(=N/OC(=O)c1ccoc1)/N. The result is 0 (inactive). (7) The drug is Clc1c(S(=O)(=O)NNC(=O)c2sc(=S)n(c2C)C)cccc1. The result is 0 (inactive). (8) The drug is s1cc(Cc2cc(sc2)C(=O)C)cc1C(=O)C. The result is 0 (inactive). (9) The drug is O=C(NC(CC(C)C)C(=O)Nc1c(OC)cc(OC)cc1)C1CCCCC1. The result is 0 (inactive). (10) The molecule is O=C(NC(C1C(C1)CCCC)c1ccc(cc1)C(OC)=O)c1occc1. The result is 0 (inactive).